From a dataset of Experimentally validated miRNA-target interactions with 360,000+ pairs, plus equal number of negative samples. Binary Classification. Given a miRNA mature sequence and a target amino acid sequence, predict their likelihood of interaction. (1) The miRNA is mmu-let-7b-5p with sequence UGAGGUAGUAGGUUGUGUGGUU. The protein sequence of the target gene is MEAEETMECLQEFPEHHKMILDRLNEQREQDRFTDITLIVDGHHFKAHKAVLAACSKFFYKFFQEFTQEPLVEIEGVSKMAFRHLIEFTYTAKLMIQGEEEANDVWKAAEFLQMLEAIKALEVRNKENSAPLEENTTGKNEAKKRKIAETSNVITESLPSAESEPVEIEVEIAEGTIEVEDEGIEALEEMASAKQSIKYIQSTGSSDDSALALLADITSKYRQGESKGQISEDDCASDPISKQVEGIEIVELQLSHVKDLFHCEKCNRSFKLFYHFKEHMKSHSTESFKCEICNKRYLRE.... Result: 0 (no interaction). (2) The miRNA is mmu-miR-320-3p with sequence AAAAGCUGGGUUGAGAGGGCGA. The protein sequence of the target gene is MSGGGVIRGPAGNNDCRIYVGNLPPDIRTKDIEDVFYKYGAIRDIDLKNRRGGPPFAFVEFEDPRDAEDAVYGRDGYDYDGYRLRVEFPRSGRGTGRGGGGGGGGGAPRGRYGPPSRRSENRVVVSGLPPSGSWQDLKDHMREAGDVCYADVYRDGTGVVEFVRKEDMTYAVRKLDNTKFRSHEGETAYIRVKVDGPRSPSYGRSRSRSRSRSRSRSRSNSRSRSYSPRRSRGSPRYSPRHSRSRSRT. Result: 0 (no interaction). (3) The miRNA is rno-miR-15b-5p with sequence UAGCAGCACAUCAUGGUUUACA. The protein sequence of the target gene is MAAVKDSCGKGEMATGNGRRLHLGIPEAVFVEDVDSFMKQPGNETADTVLKKLDEQYQKYKFMELNLAQKKRRLKGQIPEIKQTLEILKYMQKKKESTNSMETRFLLADNLYCKASVPPTDKVCLWLGANVMLEYDIDEAQALLEKNLSTATKNLDSLEEDLDFLRDQFTTTEVNMARVYNWDVKRRNKDDSTKNKA. Result: 0 (no interaction). (4) The protein sequence of the target gene is MAAQGWSMLLLAVLNLGIFVRPCDTQELRCLCIQEHSEFIPLKLIKNIMVIFETIYCNRKEVIAVPKNGSMICLDPDAPWVKATVGPITNRFLPEDLKQKEFPPAMKLLYSVEHEKPLYLSFGRPENKRIFPFPIRETSRHFADLAHNSDRNFLRDSSEVSLTGSDA. The miRNA is mmu-miR-496a-3p with sequence UGAGUAUUACAUGGCCAAUCUC. Result: 0 (no interaction). (5) The miRNA is mmu-miR-124-5p with sequence CGUGUUCACAGCGGACCUUGAU. The protein sequence of the target gene is MGYARKVGWVTAGLVIGAGACYCIYRLTRGRKQNKEKMAEGGSGDVDDAGDCSGARYNDWSDDDDDSNESKSIVWYPPWARIGTEAGTRARARARARATRARRAVQKRASPNSDDTVLSPQELQKVLCLVEMSEKPYILEAALIALGNNAAYAFNRDIIRDLGGLPIVAKILNTRDPIVKEKALIVLNNLSVNAENQRRLKVYMNQVCDDTITSRLNSSVQLAGLRLLTNMTVTNEYQHMLANSISDFFRLFSAGNEETKLQVLKLLLNLAENPAMTRELLRAQVPSSLGSLFNKKENKE.... Result: 0 (no interaction). (6) The miRNA is cel-miR-784-5p with sequence UGGCACAAUCUGCGUACGUAGA. The protein sequence of the target gene is MDEEESTERQMQIAMLCQKLAMMKQLFNEDDTDYINQAISSNSPDTCRTFLSNLEKKGNPQADPSLLSKLMDSYTRVFSSMPLGKYSQNESYAKMLVRFAELKAIQDVNDAQTSFDIARSHCKDFAFVHVAYAQFELLQGNMKKCTMILQKAFEMNAKPRHVLEAAVRNLKTGKRQLLSHEDKENLSVSALDHTQGSRRSDGTCELKPSNTFLHSDQKFSPQEENGPVWRTGSQHRRTAMAERVPMVPLSIPENETSDSDCAQKAEAPFTHSSGFSRQTSGSSVRSAFSLCSSKKGTPDG.... Result: 0 (no interaction). (7) The miRNA is hsa-miR-6887-3p with sequence UCCCCUCCACUUUCCUCCUAG. The protein sequence of the target gene is MERLTLPLGGAAAVDEYLEYRRIVGEDDGGKLFTPEEYEEYKRKVLPLRLQNRLFVSWRSPTGMDCKLVGPETLCFCTHRYKQHKTDLEAIPQQCPIDLPCQVTGCQCRAYLYVPLNGSQPIRCRCKHFADQHSAAPGFTCNTCSKCSGFHSCFTCACGQPAYAHDTVVETKQERLAQEKPVGQDIPYAAMGGLTGFSSLAEGYMRLDDSGIGVPSVEFLESPITAVDSPFLKAFQASSSSSPETLTDVGTSSQVSSLRRPEEDDMAFFERRYQERMKMEKAAKWKGKAPLPSATKPS. Result: 0 (no interaction).